This data is from Full USPTO retrosynthesis dataset with 1.9M reactions from patents (1976-2016). The task is: Predict the reactants needed to synthesize the given product. (1) Given the product [F:1][C:2]1[CH:10]=[C:9]([OH:11])[CH:8]=[CH:7][C:3]=1[C:4]([N:12]1[CH2:16][CH2:15][CH2:14][C@H:13]1[CH2:17][N:18]1[CH2:22][CH2:21][CH2:20][CH2:19]1)=[O:6], predict the reactants needed to synthesize it. The reactants are: [F:1][C:2]1[CH:10]=[C:9]([OH:11])[CH:8]=[CH:7][C:3]=1[C:4]([OH:6])=O.[NH:12]1[CH2:16][CH2:15][CH2:14][C@H:13]1[CH2:17][N:18]1[CH2:22][CH2:21][CH2:20][CH2:19]1. (2) Given the product [CH2:1]([O:8][C:9]1[CH:18]=[CH:17][C:12]([C:13]([O:15][CH3:16])=[O:14])=[CH:11][C:10]=1[NH:19][C:20](=[O:23])[CH2:21][N:24]1[CH2:29][CH2:28][O:27][CH2:26][CH2:25]1)[C:2]1[CH:7]=[CH:6][CH:5]=[CH:4][CH:3]=1, predict the reactants needed to synthesize it. The reactants are: [CH2:1]([O:8][C:9]1[CH:18]=[CH:17][C:12]([C:13]([O:15][CH3:16])=[O:14])=[CH:11][C:10]=1[NH:19][C:20](=[O:23])[CH2:21]Cl)[C:2]1[CH:7]=[CH:6][CH:5]=[CH:4][CH:3]=1.[NH:24]1[CH2:29][CH2:28][O:27][CH2:26][CH2:25]1.C(N(CC)CC)C.[I-].[K+]. (3) The reactants are: C[O:2][C:3]([C:5]1[CH:6]=[CH:7][C:8]2[O:17][CH2:16][CH2:15][C:14]3[N:10]([N:11]=[C:12]([C:18]4[N:19]([CH2:23][C:24]([F:27])([F:26])[F:25])[N:20]=[CH:21][N:22]=4)[CH:13]=3)[C:9]=2[CH:28]=1)=[O:4].[OH-].[Li+]. Given the product [F:26][C:24]([F:25])([F:27])[CH2:23][N:19]1[C:18]([C:12]2[CH:13]=[C:14]3[N:10]([N:11]=2)[C:9]2[CH:28]=[C:5]([C:3]([OH:4])=[O:2])[CH:6]=[CH:7][C:8]=2[O:17][CH2:16][CH2:15]3)=[N:22][CH:21]=[N:20]1, predict the reactants needed to synthesize it. (4) Given the product [CH3:17][Si:14]([CH3:15])([CH3:16])[C:13]#[C:12][CH2:11][C:8]1([CH2:6][OH:5])[CH2:10][CH2:9]1, predict the reactants needed to synthesize it. The reactants are: C([O:5][C:6]([C:8]1([CH2:11][C:12]#[C:13][Si:14]([CH3:17])([CH3:16])[CH3:15])[CH2:10][CH2:9]1)=O)(C)(C)C.[H-].[H-].[H-].[H-].[Li+].[Al+3]. (5) Given the product [CH3:22][O:21][C:18]1[CH:19]=[CH:20][C:15]([NH:14][CH:13]=[C:6]2[C:5]3[C:10](=[CH:11][C:2]([C:31]4[NH:30][CH:34]=[CH:33][CH:32]=4)=[CH:3][CH:4]=3)[CH2:9][NH:8][C:7]2=[O:12])=[CH:16][CH:17]=1, predict the reactants needed to synthesize it. The reactants are: Br[C:2]1[CH:11]=[C:10]2[C:5]([C:6](=[CH:13][NH:14][C:15]3[CH:20]=[CH:19][C:18]([O:21][CH3:22])=[CH:17][CH:16]=3)[C:7](=[O:12])[NH:8][CH2:9]2)=[CH:4][CH:3]=1.C(OC([N:30]1[CH:34]=[CH:33][CH:32]=[C:31]1B(O)O)=O)(C)(C)C.C(=O)([O-])[O-].[Cs+].[Cs+]. (6) Given the product [C:12]([O:11][C:9]([NH:16][C@H:17]1[CH2:22][CH2:21][C@H:20]([C:23]([OH:25])=[O:24])[CH2:19][CH2:18]1)=[O:10])([CH3:13])([CH3:14])[CH3:15], predict the reactants needed to synthesize it. The reactants are: [C:9](O[C:9]([O:11][C:12]([CH3:15])([CH3:14])[CH3:13])=[O:10])([O:11][C:12]([CH3:15])([CH3:14])[CH3:13])=[O:10].[NH2:16][C@H:17]1[CH2:22][CH2:21][C@H:20]([C:23]([OH:25])=[O:24])[CH2:19][CH2:18]1.[OH-].[Na+]. (7) The reactants are: [CH:1]([S:4]([C:7]1[CH:13]=[CH:12][CH:11]=[CH:10][C:8]=1[NH2:9])(=[O:6])=[O:5])([CH3:3])[CH3:2].[H-].[Na+].[Cl:16][C:17]1[N:22]=[C:21](Cl)[C:20]([Cl:24])=[CH:19][N:18]=1. Given the product [Cl:16][C:17]1[N:22]=[C:21]([NH:9][C:8]2[CH:10]=[CH:11][CH:12]=[CH:13][C:7]=2[S:4]([CH:1]([CH3:3])[CH3:2])(=[O:6])=[O:5])[C:20]([Cl:24])=[CH:19][N:18]=1, predict the reactants needed to synthesize it.